This data is from Reaction yield outcomes from USPTO patents with 853,638 reactions. The task is: Predict the reaction yield, written as a fraction of the theoretical maximum amount of product (1.0 means a 100% yield; for example, 0.34 means a 34% yield). (1) The reactants are [OH:1][C:2]1[C:3]([CH3:11])=[C:4]([CH:8]=[CH:9][CH:10]=1)[C:5]([OH:7])=[O:6].S(=O)(=O)(O)O.[C:17](=O)(O)[O-].[Na+]. The catalyst is CO. The product is [OH:1][C:2]1[C:3]([CH3:11])=[C:4]([CH:8]=[CH:9][CH:10]=1)[C:5]([O:7][CH3:17])=[O:6]. The yield is 0.970. (2) The reactants are [Cl:1][C:2]1[CH:28]=[CH:27][C:26]([Cl:29])=[CH:25][C:3]=1[C:4]([NH:6][NH:7][C:8](=O)[C:9]1[CH:14]=[CH:13][C:12]([O:15][CH2:16][CH2:17][CH2:18][CH2:19][CH2:20][CH2:21][CH2:22][CH3:23])=[CH:11][CH:10]=1)=O.[CH3:30][O:31][C:32]1[CH:37]=[CH:36][C:35]([NH2:38])=[CH:34][CH:33]=1.P(Cl)(Cl)Cl. The catalyst is ClC1C=CC=CC=1Cl. The product is [Cl:1][C:2]1[CH:28]=[CH:27][C:26]([Cl:29])=[CH:25][C:3]=1[C:4]1[N:38]([C:35]2[CH:36]=[CH:37][C:32]([O:31][CH3:30])=[CH:33][CH:34]=2)[C:8]([C:9]2[CH:14]=[CH:13][C:12]([O:15][CH2:16][CH2:17][CH2:18][CH2:19][CH2:20][CH2:21][CH2:22][CH3:23])=[CH:11][CH:10]=2)=[N:7][N:6]=1. The yield is 0.340.